Dataset: Full USPTO retrosynthesis dataset with 1.9M reactions from patents (1976-2016). Task: Predict the reactants needed to synthesize the given product. (1) Given the product [CH:17]1([NH:16][C:15]2[N:10]3[N:9]=[C:8]([C:4]4[CH:3]=[C:2]([CH:7]=[CH:6][CH:5]=4)[C:41]#[N:42])[C:22]([C:23]4[CH:28]=[CH:27][N:26]=[C:25]([NH:29][CH:30]5[CH2:34][CH2:33][CH2:32][CH2:31]5)[N:24]=4)=[C:11]3[CH:12]=[CH:13][CH:14]=2)[CH2:21][CH2:20][CH2:19][CH2:18]1, predict the reactants needed to synthesize it. The reactants are: Br[C:2]1[CH:3]=[C:4]([C:8]2[C:22]([C:23]3[CH:28]=[CH:27][N:26]=[C:25]([NH:29][CH:30]4[CH2:34][CH2:33][CH2:32][CH2:31]4)[N:24]=3)=[C:11]3[CH:12]=[CH:13][CH:14]=[C:15]([NH:16][CH:17]4[CH2:21][CH2:20][CH2:19][CH2:18]4)[N:10]3[N:9]=2)[CH:5]=[CH:6][CH:7]=1.C(OCC)(=O)C.[CH3:41][N:42](C)C=O. (2) Given the product [CH3:1][C:2]1[N:6]=[C:5]([C:7]2[CH:8]=[CH:9][C:10]([O:15][CH2:16][CH:17]([CH3:19])[CH3:18])=[C:11]([C:13]#[N:14])[CH:12]=2)[S:4][C:3]=1[C:20]([OH:22])=[O:21].[CH3:3][S:4]([CH3:5])=[O:27], predict the reactants needed to synthesize it. The reactants are: [CH3:1][C:2]1[N:6]=[C:5]([C:7]2[CH:8]=[CH:9][C:10]([O:15][CH2:16][CH:17]([CH3:19])[CH3:18])=[C:11]([C:13]#[N:14])[CH:12]=2)[S:4][C:3]=1[C:20]([OH:22])=[O:21].CN(C=[O:27])C. (3) Given the product [Br:28][C:29]1[CH:30]=[C:31]([S:35]([NH:13][C:6]2[C:7]3[C:12](=[CH:11][CH:10]=[CH:9][CH:8]=3)[C:3]([O:2][CH3:1])=[C:4]([S:22][CH2:23][C:24]([O:26][CH3:27])=[O:25])[CH:5]=2)(=[O:37])=[O:36])[CH:32]=[CH:33][CH:34]=1, predict the reactants needed to synthesize it. The reactants are: [CH3:1][O:2][C:3]1[C:12]2[C:7](=[CH:8][CH:9]=[CH:10][CH:11]=2)[C:6]([NH:13]S(C2SC=CC=2)(=O)=O)=[CH:5][C:4]=1[S:22][CH2:23][C:24]([O:26][CH3:27])=[O:25].[Br:28][C:29]1[CH:30]=[C:31]([S:35](Cl)(=[O:37])=[O:36])[CH:32]=[CH:33][CH:34]=1. (4) Given the product [CH3:20][O:21][C:22]([C@@H:24]1[CH2:26][C@H:25]1[CH2:27][N:14]1[CH2:13][CH2:12][N:11]([C:10]2[C:6]3[CH:5]=[CH:4][C:3]([C:2]([F:18])([F:1])[F:19])=[CH:17][C:7]=3[S:8][CH:9]=2)[CH2:16][CH2:15]1)=[O:23], predict the reactants needed to synthesize it. The reactants are: [F:1][C:2]([F:19])([F:18])[C:3]1[CH:4]=[CH:5][C:6]2[C:10]([N:11]3[CH2:16][CH2:15][NH:14][CH2:13][CH2:12]3)=[CH:9][S:8][C:7]=2[CH:17]=1.[CH3:20][O:21][C:22]([C@@H:24]1[CH2:26][C@H:25]1[CH2:27]OS(C)(=O)=O)=[O:23].C(N(CC)CC)C. (5) Given the product [C:1]([O:5][C:6](=[O:22])[NH:7][C:8]1[CH:13]=[C:12]([N:14]([CH3:16])[CH3:15])[C:11]([C:17]([F:20])([F:19])[F:18])=[CH:10][C:9]=1[NH:21][C:28](=[O:27])[CH2:29][C:30]([C:32]1[CH:37]=[CH:36][CH:35]=[C:34]([C:38]2[CH:43]=[CH:42][CH:41]=[C:40]([CH3:44])[N:39]=2)[CH:33]=1)=[O:31])([CH3:4])([CH3:2])[CH3:3], predict the reactants needed to synthesize it. The reactants are: [C:1]([O:5][C:6](=[O:22])[NH:7][C:8]1[CH:13]=[C:12]([N:14]([CH3:16])[CH3:15])[C:11]([C:17]([F:20])([F:19])[F:18])=[CH:10][C:9]=1[NH2:21])([CH3:4])([CH3:3])[CH3:2].C([O:27][C:28](=O)[CH2:29][C:30]([C:32]1[CH:37]=[CH:36][CH:35]=[C:34]([C:38]2[CH:43]=[CH:42][CH:41]=[C:40]([CH3:44])[N:39]=2)[CH:33]=1)=[O:31])(C)(C)C. (6) Given the product [CH2:22]([N:24]([CH2:25][CH3:26])[C:13](=[O:15])[C:12]1[CH:11]=[CH:10][C:9]([C:1](=[O:8])[C:2]2[CH:3]=[CH:4][CH:5]=[CH:6][CH:7]=2)=[CH:17][CH:16]=1)[CH3:23], predict the reactants needed to synthesize it. The reactants are: [C:1]([C:9]1[CH:17]=[CH:16][C:12]([C:13]([OH:15])=O)=[CH:11][CH:10]=1)(=[O:8])[C:2]1[CH:7]=[CH:6][CH:5]=[CH:4][CH:3]=1.O=S(Cl)Cl.[CH2:22]([NH:24][CH2:25][CH3:26])[CH3:23]. (7) Given the product [O:54]1[CH:55]=[CH:56][C:52]([C:50]2[CH:49]=[CH:48][C:25]([C:26]([NH:28][C:29]3[CH:41]=[C:40]([C:42]4[CH:47]=[CH:46][CH:45]=[CH:44][CH:43]=4)[CH:39]=[CH:38][C:30]=3[C:31]([OH:33])=[O:32])=[O:27])=[C:24]([OH:23])[CH:51]=2)=[CH:53]1, predict the reactants needed to synthesize it. The reactants are: C1(SC)C=CC=CC=1.FC(F)(F)C(O)=O.C([O:23][C:24]1[CH:51]=[C:50]([C:52]2[CH:56]=[CH:55][O:54][CH:53]=2)[CH:49]=[CH:48][C:25]=1[C:26]([NH:28][C:29]1[CH:41]=[C:40]([C:42]2[CH:47]=[CH:46][CH:45]=[CH:44][CH:43]=2)[CH:39]=[CH:38][C:30]=1[C:31]([O:33]C(C)(C)C)=[O:32])=[O:27])C1C=CC=CC=1. (8) Given the product [CH3:23][O:22][C:20]([C:17]1[CH:18]=[CH:19][C:14]([N:13]([C:10]2[CH:9]=[CH:8][C:7]([C:5]([O:4][CH3:3])=[O:6])=[CH:12][CH:11]=2)[C:30](=[O:31])[CH2:29][CH2:28][CH2:27][CH2:26][CH2:25][Br:24])=[CH:15][CH:16]=1)=[O:21], predict the reactants needed to synthesize it. The reactants are: [H-].[Na+].[CH3:3][O:4][C:5]([C:7]1[CH:12]=[CH:11][C:10]([NH:13][C:14]2[CH:19]=[CH:18][C:17]([C:20]([O:22][CH3:23])=[O:21])=[CH:16][CH:15]=2)=[CH:9][CH:8]=1)=[O:6].[Br:24][CH2:25][CH2:26][CH2:27][CH2:28][CH2:29][C:30](Cl)=[O:31]. (9) Given the product [C:13]([C:15]1[CH:16]=[C:17]([C:25]2[O:29][N:28]=[C:27]([C:30]3[CH:44]=[CH:43][C:33]4[CH2:34][CH2:35][N:36]([CH2:39][C:40]([NH:1][CH2:2][CH2:3][CH2:4][OH:5])=[O:42])[CH2:37][CH2:38][C:32]=4[CH:31]=3)[N:26]=2)[CH:18]=[CH:19][C:20]=1[O:21][CH:22]([CH3:23])[CH3:24])#[N:14], predict the reactants needed to synthesize it. The reactants are: [NH2:1][CH2:2][CH2:3][CH2:4][OH:5].FC(F)(F)C(O)=O.[C:13]([C:15]1[CH:16]=[C:17]([C:25]2[O:29][N:28]=[C:27]([C:30]3[CH:44]=[CH:43][C:33]4[CH2:34][CH2:35][N:36]([CH2:39][C:40]([OH:42])=O)[CH2:37][CH2:38][C:32]=4[CH:31]=3)[N:26]=2)[CH:18]=[CH:19][C:20]=1[O:21][CH:22]([CH3:24])[CH3:23])#[N:14].CCN(C(C)C)C(C)C.CN(C(ON1N=NC2C=CC=NC1=2)=[N+](C)C)C.F[P-](F)(F)(F)(F)F. (10) Given the product [C:117]([NH:120][C@:121]1([C@@H:170]([CH2:172][CH3:173])[CH3:171])[CH2:125][CH2:124][N:123]([C@@H:126]([CH2:161][CH2:162][C:163]2[CH:164]=[CH:165][CH:166]=[CH:167][CH:168]=2)[C:127]([NH:39][C@@H:40]([CH2:68][C:69]2[CH:74]=[C:73]([F:75])[CH:72]=[C:71]([F:76])[CH:70]=2)[C@H:41]([OH:42])[C@H:43]2[CH2:47][C@@H:46]([O:48][C:49]3[CH:50]=[CH:51][CH:52]=[CH:53][CH:54]=3)[CH2:45][NH:44]2)=[O:128])[C:122]1=[O:169])(=[O:119])[CH3:118], predict the reactants needed to synthesize it. The reactants are: N[C@@H](CC1C=C(F)C=C(F)C=1)[C@@H]([C@H]1C[C@H](OC2C=CC=CN=2)CN1C(C1C=CC=CC=1)C1C=CC=CC=1)O.[NH2:39][C@@H:40]([CH2:68][C:69]1[CH:74]=[C:73]([F:75])[CH:72]=[C:71]([F:76])[CH:70]=1)[C@@H:41]([C@H:43]1[CH2:47][C@@H:46]([O:48][C:49]2[CH:54]=[CH:53][CH:52]=[CH:51][CH:50]=2)[CH2:45][N:44]1C(C1C=CC=CC=1)C1C=CC=CC=1)[OH:42].FC1C=C(C=C(F)C=1)C[C@H]1[C@@H]([C@H]2C[C@@H](OC3C=CC=CC=3)CN2C(C2C=CC=CC=2)C2C=CC=CC=2)OC(=O)N1.[C:117]([NH:120][C@:121]1([C@@H:170]([CH2:172][CH3:173])[CH3:171])[CH2:125][CH2:124][N:123]([C@@H:126]([CH2:161][CH2:162][C:163]2[CH:168]=[CH:167][CH:166]=[CH:165][CH:164]=2)[C:127](N[C@@H](CC2C=C(F)C=C(F)C=2)[C@@H]([C@H]2CCCCN2C(C2C=CC=CC=2)C2C=CC=CC=2)O)=[O:128])[C:122]1=[O:169])(=[O:119])[CH3:118].[Li+].[OH-].